From a dataset of Forward reaction prediction with 1.9M reactions from USPTO patents (1976-2016). Predict the product of the given reaction. Given the reactants [N:1]1([CH2:6][CH2:7][O:8][C:9]2[CH:14]=[CH:13][C:12]([NH:15][C:16]3[N:33]=[C:19]4[CH:20]=[CH:21][CH:22]=[C:23]([C:24]5[CH:25]=[C:26]([CH:30]=[CH:31][CH:32]=5)[C:27](O)=[O:28])[N:18]4[N:17]=3)=[CH:11][CH:10]=2)[CH2:5][CH2:4][CH2:3][CH2:2]1.[Cl:34][C:35]1[CH:42]=[CH:41][C:38]([CH2:39][NH2:40])=[CH:37][CH:36]=1.C(Cl)CCl.C(N(C(C)C)CC)(C)C.C1C=CC2N(O)N=NC=2C=1, predict the reaction product. The product is: [Cl:34][C:35]1[CH:42]=[CH:41][C:38]([CH2:39][NH:40][C:27](=[O:28])[C:26]2[CH:30]=[CH:31][CH:32]=[C:24]([C:23]3[N:18]4[N:17]=[C:16]([NH:15][C:12]5[CH:13]=[CH:14][C:9]([O:8][CH2:7][CH2:6][N:1]6[CH2:2][CH2:3][CH2:4][CH2:5]6)=[CH:10][CH:11]=5)[N:33]=[C:19]4[CH:20]=[CH:21][CH:22]=3)[CH:25]=2)=[CH:37][CH:36]=1.